This data is from Catalyst prediction with 721,799 reactions and 888 catalyst types from USPTO. The task is: Predict which catalyst facilitates the given reaction. (1) Reactant: [N:1]1([CH:7]2[CH2:12][CH2:11][C:10](=[O:13])[CH2:9][CH2:8]2)[CH2:6][CH2:5][O:4][CH2:3][CH2:2]1.[Li+].C[Si]([N-][Si](C)(C)C)(C)C.C1C=CC(N([S:31]([C:34]([F:37])([F:36])[F:35])(=[O:33])=[O:32])[S:31]([C:34]([F:37])([F:36])[F:35])(=[O:33])=[O:32])=CC=1. Product: [F:35][C:34]([F:37])([F:36])[S:31]([O:13][C:10]1[CH2:9][CH2:8][CH:7]([N:1]2[CH2:2][CH2:3][O:4][CH2:5][CH2:6]2)[CH2:12][CH:11]=1)(=[O:33])=[O:32]. The catalyst class is: 7. (2) Reactant: Cl[C:2]1[C:12]([C:13]#[N:14])=[CH:11][C:5]([C:6]([O:8][CH2:9][CH3:10])=[O:7])=[C:4]([CH3:15])[N:3]=1.[C@H:16]12[CH2:22][C@H:19]([NH:20][CH2:21]1)[CH2:18][N:17]2[C:23]([O:25][C:26]([CH3:29])([CH3:28])[CH3:27])=[O:24].CCN(C(C)C)C(C)C. Product: [C:13]([C:12]1[C:2]([N:20]2[CH2:21][C@@H:16]3[CH2:22][C@H:19]2[CH2:18][N:17]3[C:23]([O:25][C:26]([CH3:29])([CH3:28])[CH3:27])=[O:24])=[N:3][C:4]([CH3:15])=[C:5]([C:6]([O:8][CH2:9][CH3:10])=[O:7])[CH:11]=1)#[N:14]. The catalyst class is: 31. (3) Reactant: Cl[C:2]1[CH:7]=[CH:6][N:5]=[C:4]2[CH:8]=[C:9]([C:11]([N:13]3[CH2:17][CH2:16][C@@H:15]([O:18][CH3:19])[CH2:14]3)=[O:12])[S:10][C:3]=12.[CH3:20][NH:21][C:22]([C:24]1[C:32]2[C:27](=[CH:28][C:29]([OH:33])=[CH:30][CH:31]=2)[N:26]([CH3:34])[C:25]=1[CH3:35])=[O:23].C([O-])([O-])=O.[Cs+].[Cs+].O. Product: [CH3:20][NH:21][C:22]([C:24]1[C:32]2[C:27](=[CH:28][C:29]([O:33][C:2]3[CH:7]=[CH:6][N:5]=[C:4]4[CH:8]=[C:9]([C:11]([N:13]5[CH2:17][CH2:16][CH:15]([O:18][CH3:19])[CH2:14]5)=[O:12])[S:10][C:3]=34)=[CH:30][CH:31]=2)[N:26]([CH3:34])[C:25]=1[CH3:35])=[O:23]. The catalyst class is: 25. (4) Reactant: Cl[CH2:2][C:3]1[N:7]=[C:6]([CH2:8][C:9]2[CH:14]=[CH:13][CH:12]=[C:11]([CH3:15])[CH:10]=2)[N:5]([C:16]2[CH:21]=[CH:20][C:19]([S:22]([NH2:25])(=[O:24])=[O:23])=[CH:18][C:17]=2[F:26])[N:4]=1.C(C1N(C2C=CC(S(N)(=O)=O)=CC=2F)N=C(CCl)N=1)C1C=CC=CC=1.Cl.[F:53][C:54]([F:59])([F:58])[CH2:55][CH2:56][NH2:57].C(=O)([O-])[O-].[K+].[K+]. Product: [F:26][C:17]1[CH:18]=[C:19]([S:22]([NH2:25])(=[O:24])=[O:23])[CH:20]=[CH:21][C:16]=1[N:5]1[C:6]([CH2:8][C:9]2[CH:14]=[CH:13][CH:12]=[C:11]([CH3:15])[CH:10]=2)=[N:7][C:3]([CH2:2][NH:57][CH2:56][CH2:55][C:54]([F:59])([F:58])[F:53])=[N:4]1. The catalyst class is: 80. (5) Reactant: [OH-].[Na+].[O:3]1[CH:7]=[CH:6][C:5]([C:8]2[CH:9]=[C:10]([C:14]([O:16]C)=[O:15])[CH:11]=[N:12][CH:13]=2)=[CH:4]1.C(O)(=O)CC(CC(O)=O)(C(O)=O)O. Product: [O:3]1[CH:7]=[CH:6][C:5]([C:8]2[CH:9]=[C:10]([C:14]([OH:16])=[O:15])[CH:11]=[N:12][CH:13]=2)=[CH:4]1. The catalyst class is: 5. (6) Reactant: [C:1]([C:3]1[CH:23]=[CH:22][C:6]2[NH:7][C:8](=[O:21])[C@@H:9]([NH:13][C:14](=[O:20])[O:15][C:16]([CH3:19])([CH3:18])[CH3:17])[C@H:10]([CH3:12])[NH:11][C:5]=2[CH:4]=1)#[N:2].[CH3:24][S:25]([CH2:28][C:29](O)=[O:30])(=[O:27])=[O:26].P(Cl)(Cl)(Cl)=O. Product: [C:1]([C:3]1[CH:23]=[CH:22][C:6]2[NH:7][C:8](=[O:21])[C@@H:9]([NH:13][C:14](=[O:20])[O:15][C:16]([CH3:18])([CH3:19])[CH3:17])[C@H:10]([CH3:12])[N:11]([C:29](=[O:30])[CH2:28][S:25]([CH3:24])(=[O:27])=[O:26])[C:5]=2[CH:4]=1)#[N:2]. The catalyst class is: 17. (7) Reactant: C(OC(=O)[NH:7][C@@H:8]([CH2:13][C:14]1[CH:19]=[CH:18][C:17]([NH2:20])=[CH:16][CH:15]=1)[C@H:9]([OH:12])[CH2:10][Cl:11])(C)(C)C.Cl.Cl[C:24]1[CH:29]=[C:28]([C:30]2[CH:35]=[CH:34][CH:33]=[CH:32][CH:31]=2)[N:27]=[CH:26][N:25]=1. Product: [NH2:7][C@@H:8]([CH2:13][C:14]1[CH:15]=[CH:16][C:17]([NH:20][C:24]2[CH:29]=[C:28]([C:30]3[CH:35]=[CH:34][CH:33]=[CH:32][CH:31]=3)[N:27]=[CH:26][N:25]=2)=[CH:18][CH:19]=1)[C@H:9]([OH:12])[CH2:10][Cl:11]. The catalyst class is: 41. (8) Reactant: [N:1]1[S:5][N:4]=[C:3]2[CH:6]=[C:7]([CH2:10][OH:11])[CH:8]=[CH:9][C:2]=12. Product: [N:1]1[S:5][N:4]=[C:3]2[CH:6]=[C:7]([CH:10]=[O:11])[CH:8]=[CH:9][C:2]=12. The catalyst class is: 327.